From a dataset of Retrosynthesis with 50K atom-mapped reactions and 10 reaction types from USPTO. Predict the reactants needed to synthesize the given product. (1) The reactants are: COc1cc(C(=O)CO)ccc1OCCCCl.Fc1ccc2c(C3CCNCC3)noc2c1. Given the product COc1cc(C(=O)CO)ccc1OCCCN1CCC(c2noc3cc(F)ccc23)CC1, predict the reactants needed to synthesize it. (2) Given the product CCCC(C)OC(=O)c1ccc(OC(C)=O)cc1F, predict the reactants needed to synthesize it. The reactants are: CC(=O)Oc1ccc(C(=O)O)c(F)c1.CCCC(C)O. (3) Given the product CCCOc1cccc(C(=NC2CCN(C)CC2)c2nc3ccccc3s2)c1, predict the reactants needed to synthesize it. The reactants are: CCCOc1cccc(C(=O)c2nc3ccccc3s2)c1.CN1CCC(N)CC1. (4) Given the product CC(=O)NOCc1nc2c(N)nc3c(c2n1CC(C)C)CCCC3, predict the reactants needed to synthesize it. The reactants are: CC(=O)Cl.CC(C)Cn1c(CON)nc2c(N)nc3c(c21)CCCC3. (5) Given the product CSCC[C@H](NC(=O)c1ccc(N)cc1)C(=O)O, predict the reactants needed to synthesize it. The reactants are: CSCC[C@H](N)C(=O)O.Nc1ccc(C(=O)O)cc1. (6) Given the product CC(C)N1CCC(NS(=O)(=O)C(C)CN)CC1, predict the reactants needed to synthesize it. The reactants are: CC(C)N1CCC(NS(=O)(=O)C(C)CNC(=O)OCc2ccccc2)CC1.